Dataset: Full USPTO retrosynthesis dataset with 1.9M reactions from patents (1976-2016). Task: Predict the reactants needed to synthesize the given product. Given the product [CH:21]1([C:19]2[CH:18]=[C:17]([F:24])[C:14]3[C:15](=[O:16])[N:9]([CH2:8][C:5]4[CH:6]=[CH:7][C:2]([C:27]5[CH:32]=[CH:31][N:30]=[C:29]6[NH:33][C:65]([C:62]7[CH:61]=[CH:60][C:59]([O:58][CH2:57][CH:56]([OH:55])[CH2:67][OH:68])=[CH:64][N:63]=7)=[N:34][C:28]=56)=[CH:3][C:4]=4[CH3:25])[CH2:10][CH2:11][O:12][C:13]=3[CH:20]=2)[CH2:23][CH2:22]1, predict the reactants needed to synthesize it. The reactants are: Br[C:2]1[CH:7]=[CH:6][C:5]([CH2:8][N:9]2[C:15](=[O:16])[C:14]3[C:17]([F:24])=[CH:18][C:19]([CH:21]4[CH2:23][CH2:22]4)=[CH:20][C:13]=3[O:12][CH2:11][CH2:10]2)=[C:4]([CH3:25])[CH:3]=1.Cl[C:27]1[CH:32]=[CH:31][N:30]=[C:29]([NH2:33])[C:28]=1[N+:34]([O-])=O.CC1(C)C(C)(C)OB(B2OC(C)(C)C(C)(C)O2)O1.[OH:55][CH:56]([CH2:67][OH:68])[CH2:57][O:58][C:59]1[CH:60]=[CH:61][C:62]([CH:65]=O)=[N:63][CH:64]=1.